From a dataset of Full USPTO retrosynthesis dataset with 1.9M reactions from patents (1976-2016). Predict the reactants needed to synthesize the given product. The reactants are: [Cl:1][C:2]1[CH:7]=[C:6]([O:8][CH2:9][C:10]2[C:11]([C:18]3[C:23]([Cl:24])=[CH:22][CH:21]=[CH:20][C:19]=3[Cl:25])=[N:12][O:13][C:14]=2[CH:15]2[CH2:17][CH2:16]2)[CH:5]=[CH:4][C:3]=1[C:26]1([OH:40])[CH2:29][CH:28]([C:30]2[CH:31]=[C:32]([S:36](Cl)(=[O:38])=[O:37])[CH:33]=[CH:34][CH:35]=2)[CH2:27]1.[NH4+:41].[OH-]. Given the product [Cl:1][C:2]1[CH:7]=[C:6]([O:8][CH2:9][C:10]2[C:11]([C:18]3[C:23]([Cl:24])=[CH:22][CH:21]=[CH:20][C:19]=3[Cl:25])=[N:12][O:13][C:14]=2[CH:15]2[CH2:17][CH2:16]2)[CH:5]=[CH:4][C:3]=1[C:26]1([OH:40])[CH2:29][CH:28]([C:30]2[CH:31]=[C:32]([S:36]([NH2:41])(=[O:38])=[O:37])[CH:33]=[CH:34][CH:35]=2)[CH2:27]1, predict the reactants needed to synthesize it.